From a dataset of Forward reaction prediction with 1.9M reactions from USPTO patents (1976-2016). Predict the product of the given reaction. (1) Given the reactants [F:1][C:2]([F:16])([C:8]1[CH:13]=[CH:12][CH:11]=[C:10]([CH:14]=O)[CH:9]=1)[C:3]([O:5][CH2:6][CH3:7])=[O:4].[CH3:17][N:18]1[CH2:23][CH2:22][NH:21][CH2:20][CH2:19]1.C(O)(=O)C.C([BH3-])#N.[Na+], predict the reaction product. The product is: [F:1][C:2]([F:16])([C:8]1[CH:13]=[CH:12][CH:11]=[C:10]([CH2:14][N:21]2[CH2:22][CH2:23][N:18]([CH3:17])[CH2:19][CH2:20]2)[CH:9]=1)[C:3]([O:5][CH2:6][CH3:7])=[O:4]. (2) Given the reactants CCCC[N+](CCCC)(CCCC)CCCC.[F-].[Br:19][C:20]1[CH:21]=[C:22]([O:36][C:37]2[CH:42]=[CH:41][CH:40]=[CH:39][CH:38]=2)[C:23]([NH:26][C:27]2[S:28][CH:29]=[C:30]([CH2:32][CH2:33][C:34]#[N:35])[N:31]=2)=[N:24][CH:25]=1.[Si]([N:47]=[N+:48]=[N-:49])(C)(C)C, predict the reaction product. The product is: [NH:47]1[C:34]([CH2:33][CH2:32][C:30]2[N:31]=[C:27]([NH:26][C:23]3[C:22]([O:36][C:37]4[CH:42]=[CH:41][CH:40]=[CH:39][CH:38]=4)=[CH:21][C:20]([Br:19])=[CH:25][N:24]=3)[S:28][CH:29]=2)=[N:35][N:49]=[N:48]1. (3) The product is: [Cl-:1].[C:11]([O:15][C:16]([NH:18][CH:19]([C:31]1[CH:36]=[CH:35][CH:34]=[CH:33][CH:32]=1)[C:20]([O:22][C@@H:23]1[CH:28]2[CH2:29][CH2:30][N+:25]([CH2:2][C:3](=[O:4])[C:5]3[CH:10]=[CH:9][CH:8]=[CH:7][CH:6]=3)([CH2:26][CH2:27]2)[CH2:24]1)=[O:21])=[O:17])([CH3:14])([CH3:12])[CH3:13]. Given the reactants [Cl:1][CH2:2][C:3]([C:5]1[CH:10]=[CH:9][CH:8]=[CH:7][CH:6]=1)=[O:4].[C:11]([O:15][C:16]([NH:18][CH:19]([C:31]1[CH:36]=[CH:35][CH:34]=[CH:33][CH:32]=1)[C:20]([O:22][C@@H:23]1[CH:28]2[CH2:29][CH2:30][N:25]([CH2:26][CH2:27]2)[CH2:24]1)=[O:21])=[O:17])([CH3:14])([CH3:13])[CH3:12].CCOCC, predict the reaction product.